This data is from Forward reaction prediction with 1.9M reactions from USPTO patents (1976-2016). The task is: Predict the product of the given reaction. Given the reactants [F:1][C:2]1[CH:7]=[CH:6][C:5]([CH:8]2[C:13]3=[N:14][NH:15][C:16](=[O:21])[C:17]4[CH:18]=[CH:19][CH:20]=[C:11]([C:12]=43)[NH:10][CH:9]2[C:22]2[CH:29]=[CH:28][C:25]([CH:26]=O)=[CH:24][CH:23]=2)=[CH:4][CH:3]=1.[CH3:30][CH:31]1[CH2:36][NH:35][CH2:34][CH2:33][N:32]1[C:37]([O:39][C:40]([CH3:43])([CH3:42])[CH3:41])=[O:38].[BH3-]C#N.[Na+], predict the reaction product. The product is: [F:1][C:2]1[CH:3]=[CH:4][C:5]([CH:8]2[C:13]3=[N:14][NH:15][C:16](=[O:21])[C:17]4[CH:18]=[CH:19][CH:20]=[C:11]([C:12]=43)[NH:10][CH:9]2[C:22]2[CH:23]=[CH:24][C:25]([CH2:26][N:35]3[CH2:34][CH2:33][N:32]([C:37]([O:39][C:40]([CH3:42])([CH3:41])[CH3:43])=[O:38])[CH:31]([CH3:30])[CH2:36]3)=[CH:28][CH:29]=2)=[CH:6][CH:7]=1.